This data is from Forward reaction prediction with 1.9M reactions from USPTO patents (1976-2016). The task is: Predict the product of the given reaction. (1) Given the reactants [C:1]1(=[O:11])[NH:5][C:4](=[O:6])[C:3]2=[CH:7][CH:8]=[CH:9][CH:10]=[C:2]12.[K].C(=O)([O-])[O-].[K+].[K+].Cl[CH:20]([CH3:23])[CH:21]=[CH2:22], predict the reaction product. The product is: [CH3:22][CH:21]([N:5]1[C:1](=[O:11])[C:2]2[C:3](=[CH:7][CH:8]=[CH:9][CH:10]=2)[C:4]1=[O:6])[CH:20]=[CH2:23]. (2) The product is: [OH:2][C:3]1[CH:8]=[C:7]([OH:9])[CH:6]=[CH:5][C:4]=1[C:11]1[C:12](=[O:27])[O:13][C:14]2[C:19]([C:20]=1[CH:21]=[CH2:22])=[CH:18][CH:17]=[C:16]([C:25]#[N:26])[CH:15]=2. Given the reactants C[O:2][C:3]1[CH:8]=[C:7]([O:9]C)[CH:6]=[CH:5][C:4]=1[C:11]1[C:12](=[O:27])[O:13][C:14]2[C:19]([C:20]=1[CH2:21][CH2:22]OC)=[CH:18][CH:17]=[C:16]([C:25]#[N:26])[CH:15]=2.B(Br)(Br)Br.O.C(OCC)(=O)C, predict the reaction product.